From a dataset of TCR-epitope binding with 47,182 pairs between 192 epitopes and 23,139 TCRs. Binary Classification. Given a T-cell receptor sequence (or CDR3 region) and an epitope sequence, predict whether binding occurs between them. (1) The epitope is EILDITPCSF. The TCR CDR3 sequence is CASSFLRTSGYNEQFF. Result: 1 (the TCR binds to the epitope). (2) The epitope is FRYMNSQGL. The TCR CDR3 sequence is CASSSLGPPGEQYF. Result: 0 (the TCR does not bind to the epitope).